From a dataset of Forward reaction prediction with 1.9M reactions from USPTO patents (1976-2016). Predict the product of the given reaction. (1) Given the reactants [Br:1][C:2]1[CH:7]=[C:6](I)[C:5]([O:9][CH3:10])=[CH:4][C:3]=1[Cl:11].[NH2:12][C@@H:13]([CH3:17])[C:14]([OH:16])=[O:15].C1(NN=CC2C=CC=CC=2O)C=CC=CC=1.O, predict the reaction product. The product is: [Br:1][C:2]1[C:3]([Cl:11])=[CH:4][C:5]([O:9][CH3:10])=[C:6]([NH:12][C@@H:13]([CH3:17])[C:14]([OH:16])=[O:15])[CH:7]=1. (2) The product is: [Cl:10][C:7]1[CH:6]=[C:3]([C:4]#[N:5])[C:2]([C:13]2[CH:14]=[C:15]([N+:18]([O-:20])=[O:19])[CH:16]=[CH:17][C:12]=2[F:11])=[CH:9][CH:8]=1. Given the reactants Br[C:2]1[CH:9]=[CH:8][C:7]([Cl:10])=[CH:6][C:3]=1[C:4]#[N:5].[F:11][C:12]1[CH:17]=[CH:16][C:15]([N+:18]([O-:20])=[O:19])=[CH:14][C:13]=1B1OC(C)(C)C(C)(C)O1, predict the reaction product. (3) The product is: [Cl:21][CH2:22][C:14]1[CH:15]=[CH:16][C:11]([CH:8]2[CH2:9][CH2:10][N:5]([C:3](=[O:4])[C:2]([F:1])([F:17])[F:18])[CH2:6][CH2:7]2)=[CH:12][CH:13]=1. Given the reactants [F:1][C:2]([F:18])([F:17])[C:3]([N:5]1[CH2:10][CH2:9][CH:8]([C:11]2[CH:16]=[CH:15][CH:14]=[CH:13][CH:12]=2)[CH2:7][CH2:6]1)=[O:4].C=O.[Cl:21][CH2:22]Cl, predict the reaction product. (4) The product is: [Br:30][C:22]1[CH:23]=[C:24]2[C:28](=[C:20]([CH2:19][N:12]3[C:13]4[CH:18]=[CH:17][CH:16]=[CH:15][C:14]=4[N:10]([CH:6]([CH2:7][CH2:8][CH3:9])[CH2:5][C:4]([OH:32])=[O:3])[C:11]3=[O:31])[CH:21]=1)[N:27]([CH3:29])[CH:26]=[CH:25]2. Given the reactants C([O:3][C:4](=[O:32])[CH2:5][CH:6]([N:10]1[C:14]2[CH:15]=[CH:16][CH:17]=[CH:18][C:13]=2[N:12]([CH2:19][C:20]2[CH:21]=[C:22]([Br:30])[CH:23]=[C:24]3[C:28]=2[N:27]([CH3:29])[CH:26]=[CH:25]3)[C:11]1=[O:31])[CH2:7][CH2:8][CH3:9])C.[Li+].[OH-], predict the reaction product.